From a dataset of Reaction yield outcomes from USPTO patents with 853,638 reactions. Predict the reaction yield, written as a fraction of the theoretical maximum amount of product (1.0 means a 100% yield; for example, 0.34 means a 34% yield). (1) The reactants are [CH3:1][C:2]1[CH:7]=[C:6](B2OC(C)(C)C(C)(C)O2)[CH:5]=[C:4]([NH2:17])[C:3]=1[NH2:18].Br[C:20]1[N:25]=[C:24]2[N:26]([CH2:31][CH:32]3[CH2:37][CH2:36][O:35][CH2:34][CH2:33]3)[C:27](=[O:30])[CH2:28][NH:29][C:23]2=[N:22][CH:21]=1.ClCCl.C(=O)([O-])[O-].[Na+].[Na+]. The catalyst is C1C=CC(P(C2C=CC=CC=2)[C-]2C=CC=C2)=CC=1.C1C=CC(P(C2C=CC=CC=2)[C-]2C=CC=C2)=CC=1.Cl[Pd]Cl.[Fe+2].C(O)(C)C.O1CCOCC1. The product is [NH2:17][C:4]1[CH:5]=[C:6]([C:20]2[N:25]=[C:24]3[N:26]([CH2:31][CH:32]4[CH2:37][CH2:36][O:35][CH2:34][CH2:33]4)[C:27](=[O:30])[CH2:28][NH:29][C:23]3=[N:22][CH:21]=2)[CH:7]=[C:2]([CH3:1])[C:3]=1[NH2:18]. The yield is 0.990. (2) The reactants are [CH3:1][CH:2]([O:4][C:5]1[CH:10]=[CH:9][CH:8]=[C:7]([CH:11]2[CH2:15][CH2:14][NH:13][CH2:12]2)[N:6]=1)[CH3:3].C(O)(=O)C.C(N(CC)C(C)C)(C)C.C([BH3-])#N.[Na+].[O:33]=[C:34]1[CH2:39][CH2:38][CH2:37][CH2:36][N:35]1[C:40]1[C:45]([CH2:46][CH:47]=O)=[CH:44][CH:43]=[CH:42][N:41]=1.Cl.[C:50]([OH:55])(=[O:54])[C:51]([OH:53])=[O:52]. The catalyst is CO.CC(C)=O. The product is [C:50]([OH:55])(=[O:54])[C:51]([OH:53])=[O:52].[CH3:3][CH:2]([O:4][C:5]1[N:6]=[C:7]([CH:11]2[CH2:15][CH2:14][N:13]([CH2:47][CH2:46][C:45]3[C:40]([N:35]4[CH2:36][CH2:37][CH2:38][CH2:39][C:34]4=[O:33])=[N:41][CH:42]=[CH:43][CH:44]=3)[CH2:12]2)[CH:8]=[CH:9][CH:10]=1)[CH3:1]. The yield is 0.125. (3) The catalyst is CO.O.C1COCC1. The reactants are C([Si](C)(C)[O:6][C@@H:7]1[CH2:12][CH2:11][C@H:10]([N:13]2[CH2:17][CH2:16][CH2:15][C:14]2=[O:18])[CH2:9][CH2:8]1)(C)(C)C.[Li+].CC([N-]C(C)C)C.[Br:29][C:30]1[CH:35]=[CH:34][C:33]([CH2:36]Br)=[C:32]([Cl:38])[CH:31]=1.Cl. The yield is 0.700. The product is [Br:29][C:30]1[CH:35]=[CH:34][C:33]([CH2:36][CH:15]2[CH2:16][CH2:17][N:13]([C@H:10]3[CH2:9][CH2:8][C@@H:7]([OH:6])[CH2:12][CH2:11]3)[C:14]2=[O:18])=[C:32]([Cl:38])[CH:31]=1. (4) The reactants are [H-].[Na+].[CH3:3][C:4]1([CH3:11])[O:8][C@@H:7]([CH2:9][OH:10])[CH2:6][O:5]1.Br[C:13]1[C:14]2[N:15]([C:29]([C:33]([NH:35][C:36]3[N:37]=[N:38][CH:39]=[CH:40][CH:41]=3)=[O:34])=[C:30]([CH3:32])[N:31]=2)[N:16]=[C:17]([C:19]2[CH:24]=[CH:23][CH:22]=[CH:21][C:20]=2[C:25]([F:28])([F:27])[F:26])[CH:18]=1.O. The catalyst is C1COCC1. The product is [CH3:3][C:4]1([CH3:11])[O:8][C@@H:7]([CH2:9][O:10][C:13]2[C:14]3[N:15]([C:29]([C:33]([NH:35][C:36]4[N:37]=[N:38][CH:39]=[CH:40][CH:41]=4)=[O:34])=[C:30]([CH3:32])[N:31]=3)[N:16]=[C:17]([C:19]3[CH:24]=[CH:23][CH:22]=[CH:21][C:20]=3[C:25]([F:28])([F:27])[F:26])[CH:18]=2)[CH2:6][O:5]1. The yield is 0.840. (5) The reactants are [CH3:1][C:2]1[C:6]([CH2:7][NH:8][C:9]2[CH:14]=[CH:13][C:12]([CH2:15][C:16]([NH:18][CH:19]([C:27]3[CH:32]=[CH:31][CH:30]=[CH:29][CH:28]=3)[C:20]3[CH:25]=[CH:24][C:23]([CH3:26])=[CH:22][CH:21]=3)=[O:17])=[CH:11][CH:10]=2)=[C:5]([CH3:33])[O:4][N:3]=1.Br[CH2:35][C:36]([O:38][CH3:39])=[O:37].C(=O)([O-])[O-].[Cs+].[Cs+]. The catalyst is [I-].C([N+](CCCC)(CCCC)CCCC)CCC.CN(C=O)C. The product is [CH3:1][C:2]1[C:6]([CH2:7][N:8]([C:9]2[CH:10]=[CH:11][C:12]([CH2:15][C:16](=[O:17])[NH:18][CH:19]([C:27]3[CH:32]=[CH:31][CH:30]=[CH:29][CH:28]=3)[C:20]3[CH:21]=[CH:22][C:23]([CH3:26])=[CH:24][CH:25]=3)=[CH:13][CH:14]=2)[CH2:35][C:36]([O:38][CH3:39])=[O:37])=[C:5]([CH3:33])[O:4][N:3]=1. The yield is 0.940. (6) The reactants are C([O:8][NH:9][CH2:10][C:11]([NH:13][C@H:14]([C:20]([OH:22])=[O:21])[CH2:15][CH2:16][CH2:17][CH2:18][NH2:19])=[O:12])C1C=CC=CC=1. The catalyst is FC(F)(F)CO.[Pd]. The product is [OH:8][NH:9][CH2:10][C:11]([NH:13][C@H:14]([C:20]([OH:22])=[O:21])[CH2:15][CH2:16][CH2:17][CH2:18][NH2:19])=[O:12]. The yield is 1.02.